Dataset: Peptide-MHC class II binding affinity with 134,281 pairs from IEDB. Task: Regression. Given a peptide amino acid sequence and an MHC pseudo amino acid sequence, predict their binding affinity value. This is MHC class II binding data. (1) The peptide sequence is IFSQNMNIKLQMPLY. The MHC is DRB1_0401 with pseudo-sequence DRB1_0401. The binding affinity (normalized) is 0.505. (2) The peptide sequence is PFTVRYTTEGGTKGE. The MHC is HLA-DQA10101-DQB10501 with pseudo-sequence HLA-DQA10101-DQB10501. The binding affinity (normalized) is 0.